From a dataset of NCI-60 drug combinations with 297,098 pairs across 59 cell lines. Regression. Given two drug SMILES strings and cell line genomic features, predict the synergy score measuring deviation from expected non-interaction effect. (1) Cell line: OVCAR-5. Synergy scores: CSS=55.9, Synergy_ZIP=19.0, Synergy_Bliss=19.0, Synergy_Loewe=-2.37, Synergy_HSA=19.6. Drug 2: CC1C(C(CC(O1)OC2CC(OC(C2O)C)OC3=CC4=CC5=C(C(=O)C(C(C5)C(C(=O)C(C(C)O)O)OC)OC6CC(C(C(O6)C)O)OC7CC(C(C(O7)C)O)OC8CC(C(C(O8)C)O)(C)O)C(=C4C(=C3C)O)O)O)O. Drug 1: CC1=C2C(C(=O)C3(C(CC4C(C3C(C(C2(C)C)(CC1OC(=O)C(C(C5=CC=CC=C5)NC(=O)OC(C)(C)C)O)O)OC(=O)C6=CC=CC=C6)(CO4)OC(=O)C)OC)C)OC. (2) Drug 1: CC1=CC=C(C=C1)C2=CC(=NN2C3=CC=C(C=C3)S(=O)(=O)N)C(F)(F)F. Drug 2: C1CC(C1)(C(=O)O)C(=O)O.[NH2-].[NH2-].[Pt+2]. Cell line: SK-MEL-5. Synergy scores: CSS=14.3, Synergy_ZIP=-2.25, Synergy_Bliss=3.12, Synergy_Loewe=-3.23, Synergy_HSA=2.42. (3) Cell line: M14. Synergy scores: CSS=3.21, Synergy_ZIP=0.655, Synergy_Bliss=0.453, Synergy_Loewe=-2.65, Synergy_HSA=-2.38. Drug 1: CN1CCC(CC1)COC2=C(C=C3C(=C2)N=CN=C3NC4=C(C=C(C=C4)Br)F)OC. Drug 2: CC(CN1CC(=O)NC(=O)C1)N2CC(=O)NC(=O)C2. (4) Drug 1: CC1=CC2C(CCC3(C2CCC3(C(=O)C)OC(=O)C)C)C4(C1=CC(=O)CC4)C. Drug 2: C1=CN(C(=O)N=C1N)C2C(C(C(O2)CO)O)O.Cl. Cell line: UACC62. Synergy scores: CSS=15.5, Synergy_ZIP=-2.34, Synergy_Bliss=3.76, Synergy_Loewe=-47.7, Synergy_HSA=3.62. (5) Drug 1: C1=NC2=C(N=C(N=C2N1C3C(C(C(O3)CO)O)O)F)N. Drug 2: COC1=NC(=NC2=C1N=CN2C3C(C(C(O3)CO)O)O)N. Cell line: MALME-3M. Synergy scores: CSS=4.26, Synergy_ZIP=0.169, Synergy_Bliss=1.85, Synergy_Loewe=-3.68, Synergy_HSA=-3.67. (6) Drug 1: C1=CN(C(=O)N=C1N)C2C(C(C(O2)CO)O)O.Cl. Drug 2: B(C(CC(C)C)NC(=O)C(CC1=CC=CC=C1)NC(=O)C2=NC=CN=C2)(O)O. Cell line: HS 578T. Synergy scores: CSS=33.6, Synergy_ZIP=-2.64, Synergy_Bliss=-2.75, Synergy_Loewe=-1.38, Synergy_HSA=0.489.